From a dataset of Forward reaction prediction with 1.9M reactions from USPTO patents (1976-2016). Predict the product of the given reaction. (1) Given the reactants [Cl:1][C:2]1[CH:3]=[CH:4][C:5]([O:29][CH:30]([F:32])[F:31])=[C:6]([C:8]2[C:12]([NH:13][C:14]([C:16]3[CH:17]=[N:18][N:19]4[CH:24]=[CH:23][CH:22]=[N:21][C:20]=34)=[O:15])=[CH:11][N:10]([CH2:25][C:26](O)=[O:27])[N:9]=2)[CH:7]=1.CCN(C(C)C)C(C)C.[CH:42]1([CH2:45][N:46]2[CH2:51][CH2:50][NH:49][CH2:48][CH2:47]2)[CH2:44][CH2:43]1.CN(C(ON1N=NC2C=CC=NC1=2)=[N+](C)C)C.F[P-](F)(F)(F)(F)F, predict the reaction product. The product is: [Cl:1][C:2]1[CH:3]=[CH:4][C:5]([O:29][CH:30]([F:32])[F:31])=[C:6]([C:8]2[C:12]([NH:13][C:14]([C:16]3[CH:17]=[N:18][N:19]4[CH:24]=[CH:23][CH:22]=[N:21][C:20]=34)=[O:15])=[CH:11][N:10]([CH2:25][C:26]([N:49]3[CH2:50][CH2:51][N:46]([CH2:45][CH:42]4[CH2:44][CH2:43]4)[CH2:47][CH2:48]3)=[O:27])[N:9]=2)[CH:7]=1. (2) The product is: [CH:15]1([CH2:20][CH2:21][O:22][C:2]2[CH:3]=[C:4]3[N:11]([CH3:12])[C:10]([CH3:14])([CH3:13])[CH2:9][N:5]3[C:6](=[O:8])[N:7]=2)[CH2:19][CH2:18][CH2:17][CH2:16]1. Given the reactants Cl[C:2]1[CH:3]=[C:4]2[N:11]([CH3:12])[C:10]([CH3:14])([CH3:13])[CH2:9][N:5]2[C:6](=[O:8])[N:7]=1.[CH:15]1([CH2:20][CH2:21][OH:22])[CH2:19][CH2:18][CH2:17][CH2:16]1, predict the reaction product. (3) Given the reactants [NH2:1][N:2]1[CH:6]=[CH:5][CH:4]=[C:3]1[C:7]([O:9]CC)=O.C(O[CH:15](OCC)[CH2:16][C:17]#[N:18])C.Cl.C1CCN2C(=NCCC2)CC1, predict the reaction product. The product is: [OH:9][C:7]1[C:3]2[N:2]([CH:6]=[CH:5][CH:4]=2)[N:1]=[CH:15][C:16]=1[C:17]#[N:18]. (4) Given the reactants Br[C:2]1[N:7]=[C:6]([NH:8][CH2:9][CH:10]2[CH2:15][CH2:14][O:13][CH2:12][CH2:11]2)[C:5]([Cl:16])=[CH:4][CH:3]=1.[Cl:17][C:18]1[C:19](B(O)O)=[CH:20][C:21]([F:24])=[N:22][CH:23]=1.C(Cl)Cl.C(=O)([O-])[O-].[Na+].[Na+], predict the reaction product. The product is: [Cl:16][C:5]1[CH:4]=[CH:3][C:2]([C:19]2[C:18]([Cl:17])=[CH:23][N:22]=[C:21]([F:24])[CH:20]=2)=[N:7][C:6]=1[NH:8][CH2:9][CH:10]1[CH2:15][CH2:14][O:13][CH2:12][CH2:11]1. (5) Given the reactants [CH3:1][C:2]1[CH:6]=[C:5]([CH3:7])[NH:4][C:3]=1[C:8]([O:10][CH2:11][CH3:12])=[O:9].[Cl:13]C1C=C(C(OCC)=O)NC=1C, predict the reaction product. The product is: [Cl:13][C:6]1[C:2]([CH3:1])=[C:3]([C:8]([O:10][CH2:11][CH3:12])=[O:9])[NH:4][C:5]=1[CH3:7].